From a dataset of Reaction yield outcomes from USPTO patents with 853,638 reactions. Predict the reaction yield, written as a fraction of the theoretical maximum amount of product (1.0 means a 100% yield; for example, 0.34 means a 34% yield). (1) The reactants are [CH3:1][O:2][C:3]1[CH:4]=[C:5]2[C:10](=[CH:11][C:12]=1[O:13][CH3:14])[N:9]=[CH:8][N:7]=[C:6]2[O:15][C:16]1[CH:22]=[CH:21][C:19]([NH2:20])=[C:18]([F:23])[CH:17]=1.ClC(Cl)(O[C:28](=[O:34])OC(Cl)(Cl)Cl)Cl.[CH2:36]([NH2:39])[CH2:37][CH3:38].CO. The catalyst is C(Cl)(Cl)Cl.C(N(CC)CC)C. The product is [CH3:1][O:2][C:3]1[CH:4]=[C:5]2[C:10](=[CH:11][C:12]=1[O:13][CH3:14])[N:9]=[CH:8][N:7]=[C:6]2[O:15][C:16]1[CH:22]=[CH:21][C:19]([NH:20][C:28]([NH:39][CH2:36][CH2:37][CH3:38])=[O:34])=[C:18]([F:23])[CH:17]=1. The yield is 0.140. (2) The reactants are [Cl:1][C:2]1[CH:11]=[C:10]2[C:5]([CH:6]=[CH:7][CH:8]=[N:9]2)=[CH:4][C:3]=1[O:12][CH3:13].[I:14]N1C(=O)CCC1=O.[OH-].[Na+]. The catalyst is S(=O)(=O)(O)O. The product is [Cl:1][C:2]1[CH:11]=[C:10]2[C:5]([CH:6]=[CH:7][CH:8]=[N:9]2)=[C:4]([I:14])[C:3]=1[O:12][CH3:13]. The yield is 0.980.